This data is from Catalyst prediction with 721,799 reactions and 888 catalyst types from USPTO. The task is: Predict which catalyst facilitates the given reaction. (1) Reactant: [Br:1][C:2]1[C:11]([OH:12])=[CH:10][CH:9]=[C:8]2[C:3]=1[CH:4]=[CH:5][C:6]([C:13]1[O:14][C:15]3[CH:27]=[CH:26][CH:25]=[CH:24][C:16]=3[C:17]=1[C:18](=[O:23])[CH2:19][CH2:20][CH2:21][CH3:22])=[CH:7]2.O[CH:29]([CH2:35][C:36]1[CH:41]=[CH:40][CH:39]=[CH:38][CH:37]=1)[C:30]([O:32][CH2:33][CH3:34])=[O:31].C1(P(C2C=CC=CC=2)C2C=CC=CC=2)C=CC=CC=1.CC(OC(/N=N/C(OC(C)C)=O)=O)C. Product: [Br:1][C:2]1[C:3]2[C:8](=[CH:7][C:6]([C:13]3[O:14][C:15]4[CH:27]=[CH:26][CH:25]=[CH:24][C:16]=4[C:17]=3[C:18](=[O:23])[CH2:19][CH2:20][CH2:21][CH3:22])=[CH:5][CH:4]=2)[CH:9]=[CH:10][C:11]=1[O:12][CH:29]([CH2:35][C:36]1[CH:37]=[CH:38][CH:39]=[CH:40][CH:41]=1)[C:30]([O:32][CH2:33][CH3:34])=[O:31]. The catalyst class is: 48. (2) Reactant: [F:1][C:2]1[CH:3]=[C:4]2[C:9](=[CH:10][C:11]=1[C:12]1[CH:17]=[CH:16][CH:15]=[C:14]([S:18]([CH3:21])(=[O:20])=[O:19])[CH:13]=1)[N:8]=[C:7]([C:22]1[CH:23]=[N:24][C:25]([NH:28]C(=O)OC(C)(C)C)=[N:26][CH:27]=1)[N:6]=[C:5]2[N:36]1[CH2:41][CH2:40][O:39][CH2:38][CH2:37]1.Cl. Product: [F:1][C:2]1[CH:3]=[C:4]2[C:9](=[CH:10][C:11]=1[C:12]1[CH:17]=[CH:16][CH:15]=[C:14]([S:18]([CH3:21])(=[O:20])=[O:19])[CH:13]=1)[N:8]=[C:7]([C:22]1[CH:23]=[N:24][C:25]([NH2:28])=[N:26][CH:27]=1)[N:6]=[C:5]2[N:36]1[CH2:41][CH2:40][O:39][CH2:38][CH2:37]1. The catalyst class is: 12. (3) Reactant: C([C:3]1[C:11]2[C:6](=[CH:7][CH:8]=[C:9]([N+:12]([O-:14])=[O:13])[CH:10]=2)[NH:5][C:4]=1[C:15]([OH:17])=[O:16])C.[OH-].[Na+]. Product: [N+:12]([C:9]1[CH:10]=[C:11]2[C:6](=[CH:7][CH:8]=1)[NH:5][C:4]([C:15]([OH:17])=[O:16])=[CH:3]2)([O-:14])=[O:13]. The catalyst class is: 8. (4) Product: [Br:1][C:2]1[CH:3]=[C:4]([C:8]2([C:20]3[CH:25]=[CH:24][N:23]=[CH:22][C:21]=3[F:26])[C:12]3=[N:13][CH2:14][C:15]([F:18])([F:17])[CH2:16][N:11]3[C:10]([NH2:28])=[N:9]2)[CH:5]=[CH:6][CH:7]=1. Reactant: [Br:1][C:2]1[CH:3]=[C:4]([C:8]2([C:20]3[CH:25]=[CH:24][N:23]=[CH:22][C:21]=3[F:26])[C:12]3=[N:13][CH2:14][C:15]([F:18])([F:17])[CH2:16][N:11]3[C:10](=S)[NH:9]2)[CH:5]=[CH:6][CH:7]=1.[OH-].[NH4+:28].C(OO)(C)(C)C. The catalyst class is: 5. (5) Reactant: [Br:1][C:2]1[CH:3]=[C:4]([S:8]([NH:11][C@H:12]([C:22](OC)=[O:23])[CH:13]([C:18]([F:21])([F:20])[F:19])[C:14]([F:17])([F:16])[F:15])(=[O:10])=[O:9])[S:5][C:6]=1[Cl:7].[BH4-].[Li+]. Product: [Br:1][C:2]1[CH:3]=[C:4]([S:8]([NH:11][CH:12]([CH2:22][OH:23])[CH:13]([C:18]([F:21])([F:20])[F:19])[C:14]([F:17])([F:16])[F:15])(=[O:9])=[O:10])[S:5][C:6]=1[Cl:7]. The catalyst class is: 1.